From a dataset of Cav3 T-type calcium channel HTS with 100,875 compounds. Binary Classification. Given a drug SMILES string, predict its activity (active/inactive) in a high-throughput screening assay against a specified biological target. The drug is Brc1cc(O)c(C2N3CC4(CC(CN2C4)(C3)C)C)cc1. The result is 0 (inactive).